This data is from Forward reaction prediction with 1.9M reactions from USPTO patents (1976-2016). The task is: Predict the product of the given reaction. (1) Given the reactants CC1(C)C(C)(C)OB([C:9]2[CH:29]=[CH:28][C:12]([C:13]([N:15]3[CH2:20][CH2:19][N:18]([C:21]([O:23][C:24]([CH3:27])([CH3:26])[CH3:25])=[O:22])[CH2:17][CH2:16]3)=[O:14])=[CH:11][CH:10]=2)O1.Br[C:32]1[N:33]=[C:34]([C:39]2[O:40][C:41]3[CH:46]=[CH:45][N:44]=[CH:43][C:42]=3[N:47]=2)[C:35]([NH2:38])=[N:36][CH:37]=1.C(=O)([O-])[O-].[Na+].[Na+], predict the reaction product. The product is: [NH2:38][C:35]1[N:36]=[CH:37][C:32]([C:9]2[CH:10]=[CH:11][C:12]([C:13]([N:15]3[CH2:16][CH2:17][N:18]([C:21]([O:23][C:24]([CH3:26])([CH3:25])[CH3:27])=[O:22])[CH2:19][CH2:20]3)=[O:14])=[CH:28][CH:29]=2)=[N:33][C:34]=1[C:39]1[O:40][C:41]2[CH:46]=[CH:45][N:44]=[CH:43][C:42]=2[N:47]=1. (2) Given the reactants [O:1]1[CH2:6][CH2:5][N:4]([CH2:7][CH2:8][CH2:9][NH:10][C:11]2[CH:16]=[CH:15][C:14]([CH2:17][CH:18]([O:24][CH2:25][CH3:26])[C:19]([O:21]CC)=[O:20])=[CH:13][CH:12]=2)[C:3]2[CH:27]=[CH:28][CH:29]=[CH:30][C:2]1=2.O.[OH-].[Li+], predict the reaction product. The product is: [O:1]1[CH2:6][CH2:5][N:4]([CH2:7][CH2:8][CH2:9][NH:10][C:11]2[CH:16]=[CH:15][C:14]([CH2:17][CH:18]([O:24][CH2:25][CH3:26])[C:19]([OH:21])=[O:20])=[CH:13][CH:12]=2)[C:3]2[CH:27]=[CH:28][CH:29]=[CH:30][C:2]1=2. (3) Given the reactants [NH2:1][CH:2]1[CH2:7][CH2:6][N:5]([CH2:8][CH2:9][N:10]2[C:19]3[C:14](=[CH:15][CH:16]=[C:17]([O:20][CH3:21])[CH:18]=3)[N:13]=[CH:12][C:11]2=[O:22])[CH2:4][CH2:3]1.[F:23][C:24]1[CH:25]=[C:26]([CH:29]=[CH:30][C:31]=1[CH3:32])[CH:27]=O.C(O[BH-](OC(=O)C)OC(=O)C)(=O)C.[Na+].C(=O)([O-])O.[Na+], predict the reaction product. The product is: [F:23][C:24]1[CH:25]=[C:26]([CH:29]=[CH:30][C:31]=1[CH3:32])[CH2:27][NH:1][CH:2]1[CH2:3][CH2:4][N:5]([CH2:8][CH2:9][N:10]2[C:19]3[C:14](=[CH:15][CH:16]=[C:17]([O:20][CH3:21])[CH:18]=3)[N:13]=[CH:12][C:11]2=[O:22])[CH2:6][CH2:7]1. (4) Given the reactants [Cl:1][C:2]1[CH:7]=[CH:6][CH:5]=[CH:4][C:3]=1[C:8]1[CH:13]=[CH:12][C:11]([CH2:14][OH:15])=[C:10]([CH3:16])[CH:9]=1.C(N(C(C)C)CC)(C)C.[CH3:26][S:27](Cl)(=[O:29])=[O:28], predict the reaction product. The product is: [CH3:26][S:27]([O:15][CH2:14][C:11]1[CH:12]=[CH:13][C:8]([C:3]2[CH:4]=[CH:5][CH:6]=[CH:7][C:2]=2[Cl:1])=[CH:9][C:10]=1[CH3:16])(=[O:29])=[O:28]. (5) Given the reactants Cl[C:2](OC1C=CC([N+]([O-])=O)=CC=1)=[O:3].[CH2:14]([O:21][C:22]1[C:27]([CH3:28])=[CH:26][C:25]([CH2:29][C@@H:30]([OH:35])[C:31]([O:33][CH3:34])=[O:32])=[CH:24][C:23]=1[CH3:36])[C:15]1[CH:20]=[CH:19][CH:18]=[CH:17][CH:16]=1.[NH:37]1[CH2:42][CH2:41][CH:40]([C:43]2[C:44](=[O:53])[NH:45][C:46]3[C:51]([CH:52]=2)=[CH:50][CH:49]=[CH:48][CH:47]=3)[CH2:39][CH2:38]1, predict the reaction product. The product is: [O:53]=[C:44]1[C:43]([CH:40]2[CH2:39][CH2:38][N:37]([C:2]([O:35][C@@H:30]([C:31]([O:33][CH3:34])=[O:32])[CH2:29][C:25]3[CH:24]=[C:23]([CH3:36])[C:22]([O:21][CH2:14][C:15]4[CH:20]=[CH:19][CH:18]=[CH:17][CH:16]=4)=[C:27]([CH3:28])[CH:26]=3)=[O:3])[CH2:42][CH2:41]2)=[CH:52][C:51]2[C:46](=[CH:47][CH:48]=[CH:49][CH:50]=2)[NH:45]1. (6) Given the reactants [CH3:1][C:2]1[CH:3]=[C:4]([C:9](=O)[CH2:10][C:11]([O:13]C)=O)[CH:5]=[C:6]([CH3:8])[CH:7]=1.S([O-])([O-])(=O)=O.[CH3:21][NH2+:22][NH3+:23].C(N(CC)CC)C, predict the reaction product. The product is: [CH3:1][C:2]1[CH:3]=[C:4]([C:9]2[CH:10]=[C:11]([OH:13])[N:22]([CH3:21])[N:23]=2)[CH:5]=[C:6]([CH3:8])[CH:7]=1.